The task is: Predict which catalyst facilitates the given reaction.. This data is from Catalyst prediction with 721,799 reactions and 888 catalyst types from USPTO. Reactant: [NH:1]1[CH2:6][CH2:5][NH:4][CH2:3][CH2:2]1.Cl[CH2:8][C:9]([CH3:12])([OH:11])[CH3:10]. Product: [CH3:8][C:9]([OH:11])([CH3:12])[CH2:10][N:1]1[CH2:6][CH2:5][NH:4][CH2:3][CH2:2]1. The catalyst class is: 8.